This data is from Forward reaction prediction with 1.9M reactions from USPTO patents (1976-2016). The task is: Predict the product of the given reaction. (1) Given the reactants [CH3:1][N:2]([CH3:20])[CH:3]1[C:11]2[C:6](=[CH:7][CH:8]=[C:9]([C:12]3[N:16]([CH3:17])[N:15]=[C:14]([CH3:18])[C:13]=3[CH3:19])[CH:10]=2)[CH2:5][CH2:4]1.F[C:22](F)(F)S(OC1N(C)N=C(C)C=1CC)(=O)=O.C([O-])([O-])=O.[K+].[K+].CN(C)C1C2C(=CC=C(B3OC(C)(C)C(C)(C)O3)C=2)CC1, predict the reaction product. The product is: [CH2:19]([C:13]1[C:14]([CH3:18])=[N:15][N:16]([CH3:17])[C:12]=1[C:9]1[CH:10]=[C:11]2[C:6]([CH2:5][CH2:4][CH:3]2[N:2]([CH3:20])[CH3:1])=[CH:7][CH:8]=1)[CH3:22]. (2) Given the reactants [CH3:1][O:2][C:3]([C@@:5]12[CH2:14][N:13]([S:15]([C:18]3[CH:19]=[N:20][C:21](Cl)=[CH:22][CH:23]=3)(=[O:17])=[O:16])[CH2:12][CH2:11][C:10]1=[CH:9][C:8]1[N:25]([C:28]3[CH:33]=[CH:32][C:31]([F:34])=[CH:30][CH:29]=3)[N:26]=[CH:27][C:7]=1[CH2:6]2)=[O:4].[NH:35]1[CH2:38][CH2:37][CH2:36]1, predict the reaction product. The product is: [CH3:1][O:2][C:3]([C@@:5]12[CH2:14][N:13]([S:15]([C:18]3[CH:19]=[N:20][C:21]([N:35]4[CH2:38][CH2:37][CH2:36]4)=[CH:22][CH:23]=3)(=[O:17])=[O:16])[CH2:12][CH2:11][C:10]1=[CH:9][C:8]1[N:25]([C:28]3[CH:33]=[CH:32][C:31]([F:34])=[CH:30][CH:29]=3)[N:26]=[CH:27][C:7]=1[CH2:6]2)=[O:4]. (3) Given the reactants [NH2:1][CH:2]1[CH2:11][C:10]2[C:9]([C:12]([NH2:14])=[O:13])=[CH:8][CH:7]=[C:6]([F:15])[C:5]=2[O:4][CH2:3]1.[F:16][C:17]1[CH:18]=[C:19]2[C:23](=[CH:24][CH:25]=1)[NH:22][CH:21]=[C:20]2[CH2:26][CH:27]=O.C(O)(=O)C.C([BH3-])#N.[Na+], predict the reaction product. The product is: [F:15][C:6]1[C:5]2[O:4][CH2:3][CH:2]([NH:1][CH2:27][CH2:26][C:20]3[C:19]4[C:23](=[CH:24][CH:25]=[C:17]([F:16])[CH:18]=4)[NH:22][CH:21]=3)[CH2:11][C:10]=2[C:9]([C:12]([NH2:14])=[O:13])=[CH:8][CH:7]=1. (4) Given the reactants Br[C:2]1[C:11]2[C:6](=[CH:7][CH:8]=[CH:9][CH:10]=2)[CH:5]=[CH:4][CH:3]=1.[NH:12]1[CH:16]=[CH:15][N:14]=[CH:13]1.C(=O)([O-])[O-].[K+].[K+], predict the reaction product. The product is: [C:2]1([N:12]2[CH:16]=[CH:15][NH:14][CH2:13]2)[C:11]2[C:6](=[CH:7][CH:8]=[CH:9][CH:10]=2)[CH:5]=[CH:4][CH:3]=1. (5) Given the reactants [CH2:1]([C:4]1[CH:9]=[CH:8][N:7]=[CH:6][CH:5]=1)[CH2:2][CH3:3].OO.C[Si]([C:16]#[N:17])(C)C.CN(C)C(Cl)=O, predict the reaction product. The product is: [CH2:1]([C:4]1[CH:9]=[CH:8][N:7]=[C:6]([C:16]#[N:17])[CH:5]=1)[CH2:2][CH3:3].